From a dataset of Forward reaction prediction with 1.9M reactions from USPTO patents (1976-2016). Predict the product of the given reaction. (1) Given the reactants OC(C(F)(F)F)=O.C([N:15]1[CH2:24][CH2:23][C:22]2[C:17](=[N:18][C:19]([NH:40][C@@H:41]([CH3:45])[CH2:42][O:43][CH3:44])=[C:20]([N:25]3[CH2:30][CH2:29][CH:28]([O:31][C:32]4[CH:37]=[CH:36][C:35]([F:38])=[CH:34][C:33]=4[F:39])[CH2:27][CH2:26]3)[N:21]=2)[CH2:16]1)C1C=CC=CC=1, predict the reaction product. The product is: [F:39][C:33]1[CH:34]=[C:35]([F:38])[CH:36]=[CH:37][C:32]=1[O:31][CH:28]1[CH2:27][CH2:26][N:25]([C:20]2[N:21]=[C:22]3[CH2:23][CH2:24][NH:15][CH2:16][C:17]3=[N:18][C:19]=2[NH:40][C@@H:41]([CH3:45])[CH2:42][O:43][CH3:44])[CH2:30][CH2:29]1. (2) Given the reactants OCC1C=NC2N3C=CN=C3C(=O)NC=2C=1.OCC1C=NC2N3C=NC=C3C(=O)NC=2C=1.O=C1[NH:39][C:38]2[CH:40]=[C:41]([C:44]([O:46][CH3:47])=[O:45])[CH:42]=[N:43][C:37]=2[N:36]2[CH:48]=[CH:49][N:50]=[C:35]12.[H-].[Na+].[H-].[H-].[H-].[H-].[Li+].[Al+3].C(O)(C(F)(F)F)=O, predict the reaction product. The product is: [NH2:39][C:38]1[C:37]([N:36]2[CH:48]=[CH:49][N:50]=[CH:35]2)=[N:43][CH:42]=[C:41]([CH:40]=1)[C:44]([O:46][CH3:47])=[O:45].